Dataset: Forward reaction prediction with 1.9M reactions from USPTO patents (1976-2016). Task: Predict the product of the given reaction. Given the reactants [F:1][C:2]1[CH:3]=[C:4]([C:9]2[C:10]([CH:19]([NH2:21])[CH3:20])=[CH:11][CH:12]=[C:13]3[C:18]=2[N:17]=[CH:16][CH:15]=[CH:14]3)[CH:5]=[C:6]([F:8])[CH:7]=1.Cl[C:23]1[N:31]=[CH:30][N:29]=[C:28]2[C:24]=1[N:25]=[CH:26][NH:27]2.CCN(C(C)C)C(C)C.C([O-])([O-])=O.[K+].[K+], predict the reaction product. The product is: [F:8][C:6]1[CH:5]=[C:4]([C:9]2[C:10]([CH:19]([NH:21][C:23]3[N:31]=[CH:30][N:29]=[C:28]4[C:24]=3[N:25]=[CH:26][NH:27]4)[CH3:20])=[CH:11][CH:12]=[C:13]3[C:18]=2[N:17]=[CH:16][CH:15]=[CH:14]3)[CH:3]=[C:2]([F:1])[CH:7]=1.